Task: Regression. Given two drug SMILES strings and cell line genomic features, predict the synergy score measuring deviation from expected non-interaction effect.. Dataset: NCI-60 drug combinations with 297,098 pairs across 59 cell lines (1) Synergy scores: CSS=7.67, Synergy_ZIP=-1.33, Synergy_Bliss=0.837, Synergy_Loewe=-2.53, Synergy_HSA=-1.36. Drug 1: CC1=C(C(CCC1)(C)C)C=CC(=CC=CC(=CC(=O)O)C)C. Cell line: IGROV1. Drug 2: CCC(=C(C1=CC=CC=C1)C2=CC=C(C=C2)OCCN(C)C)C3=CC=CC=C3.C(C(=O)O)C(CC(=O)O)(C(=O)O)O. (2) Cell line: 786-0. Synergy scores: CSS=5.52, Synergy_ZIP=-2.64, Synergy_Bliss=1.38, Synergy_Loewe=-2.39, Synergy_HSA=2.01. Drug 2: COCCOC1=C(C=C2C(=C1)C(=NC=N2)NC3=CC=CC(=C3)C#C)OCCOC.Cl. Drug 1: CS(=O)(=O)OCCCCOS(=O)(=O)C. (3) Drug 1: CS(=O)(=O)CCNCC1=CC=C(O1)C2=CC3=C(C=C2)N=CN=C3NC4=CC(=C(C=C4)OCC5=CC(=CC=C5)F)Cl. Drug 2: C1CN(P(=O)(OC1)NCCCl)CCCl. Cell line: PC-3. Synergy scores: CSS=-3.81, Synergy_ZIP=3.86, Synergy_Bliss=2.28, Synergy_Loewe=0.0172, Synergy_HSA=-3.34. (4) Drug 1: CCC1=C2CN3C(=CC4=C(C3=O)COC(=O)C4(CC)O)C2=NC5=C1C=C(C=C5)O. Cell line: HOP-92. Drug 2: C(CN)CNCCSP(=O)(O)O. Synergy scores: CSS=17.7, Synergy_ZIP=-3.73, Synergy_Bliss=-0.411, Synergy_Loewe=-81.6, Synergy_HSA=-1.76. (5) Drug 1: C1C(C(OC1N2C=NC3=C(N=C(N=C32)Cl)N)CO)O. Drug 2: C1C(C(OC1N2C=NC(=NC2=O)N)CO)O. Cell line: KM12. Synergy scores: CSS=39.2, Synergy_ZIP=-6.59, Synergy_Bliss=-1.01, Synergy_Loewe=4.08, Synergy_HSA=5.58. (6) Drug 1: C1=C(C(=O)NC(=O)N1)F. Drug 2: C1CC(=O)NC(=O)C1N2C(=O)C3=CC=CC=C3C2=O. Cell line: DU-145. Synergy scores: CSS=37.3, Synergy_ZIP=0.278, Synergy_Bliss=-1.01, Synergy_Loewe=-6.12, Synergy_HSA=-1.12. (7) Drug 1: CC1=C2C(C(=O)C3(C(CC4C(C3C(C(C2(C)C)(CC1OC(=O)C(C(C5=CC=CC=C5)NC(=O)C6=CC=CC=C6)O)O)OC(=O)C7=CC=CC=C7)(CO4)OC(=O)C)O)C)OC(=O)C. Drug 2: C#CCC(CC1=CN=C2C(=N1)C(=NC(=N2)N)N)C3=CC=C(C=C3)C(=O)NC(CCC(=O)O)C(=O)O. Cell line: SF-268. Synergy scores: CSS=29.9, Synergy_ZIP=4.12, Synergy_Bliss=3.19, Synergy_Loewe=-17.5, Synergy_HSA=0.944.